Dataset: Kinase inhibitor binding affinity data with 442 proteins and 68 drugs (Kd values). Task: Regression. Given a target protein amino acid sequence and a drug SMILES string, predict the binding affinity score between them. We predict pKd (pKd = -log10(Kd in M); higher means stronger binding). Dataset: davis. (1) The drug is Cc1[nH]c(C=C2C(=O)Nc3ccc(F)cc32)c(C)c1C(=O)NCC(O)CN1CCOCC1. The target protein is PFCDPK1(Pfalciparum). The pKd is 5.0. (2) The small molecule is COc1cc2ncnc(Nc3ccc(F)c(Cl)c3)c2cc1OCCCN1CCOCC1. The target protein (DLK) has sequence MACLHETRTPSPSFGGFVSTLSEASMRKLDPDTSDCTPEKDLTPTHVLQLHEQDAGGPGGAAGSPESRASRVRADEVRLQCQSGSGFLEGLFGCLRPVWTMIGKAYSTEHKQQQEDLWEVPFEEILDLQWVGSGAQGAVFLGRFHGEEVAVKKVRDLKETDIKHLRKLKHPNIITFKGVCTQAPCYCILMEFCAQGQLYEVLRAGRPVTPSLLVDWSMGIAGGMNYLHLHKIIHRDLKSPNMLITYDDVVKISDFGTSKELSDKSTKMSFAGTVAWMAPEVIRNEPVSEKVDIWSFGVVLWELLTGEIPYKDVDSSAIIWGVGSNSLHLPVPSSCPDGFKILLRQCWNSKPRNRPSFRQILLHLDIASADVLSTPQETYFKSQAEWREEVKLHFEKIKSEGTCLHRLEEELVMRRREELRHALDIREHYERKLERANNLYMELNALMLQLELKERELLRREQALERRCPGLLKPHPSRGLLHGNTMEKLIKKRNVPQKLS.... The pKd is 5.0.